From a dataset of NCI-60 drug combinations with 297,098 pairs across 59 cell lines. Regression. Given two drug SMILES strings and cell line genomic features, predict the synergy score measuring deviation from expected non-interaction effect. (1) Drug 1: C1CC(=O)NC(=O)C1N2CC3=C(C2=O)C=CC=C3N. Drug 2: C1=CC=C(C(=C1)C(C2=CC=C(C=C2)Cl)C(Cl)Cl)Cl. Cell line: HCT-15. Synergy scores: CSS=9.45, Synergy_ZIP=0.686, Synergy_Bliss=1.09, Synergy_Loewe=2.76, Synergy_HSA=2.77. (2) Drug 1: CC1=C(C=C(C=C1)C(=O)NC2=CC(=CC(=C2)C(F)(F)F)N3C=C(N=C3)C)NC4=NC=CC(=N4)C5=CN=CC=C5. Drug 2: C(CN)CNCCSP(=O)(O)O. Cell line: T-47D. Synergy scores: CSS=0.172, Synergy_ZIP=-0.0988, Synergy_Bliss=-0.287, Synergy_Loewe=0.646, Synergy_HSA=-0.340. (3) Drug 1: CNC(=O)C1=CC=CC=C1SC2=CC3=C(C=C2)C(=NN3)C=CC4=CC=CC=N4. Drug 2: CC1=C(C(=CC=C1)Cl)NC(=O)C2=CN=C(S2)NC3=CC(=NC(=N3)C)N4CCN(CC4)CCO. Cell line: CAKI-1. Synergy scores: CSS=62.3, Synergy_ZIP=21.8, Synergy_Bliss=24.0, Synergy_Loewe=7.68, Synergy_HSA=25.1. (4) Drug 1: C1CN1C2=NC(=NC(=N2)N3CC3)N4CC4. Drug 2: CC1C(C(CC(O1)OC2CC(CC3=C2C(=C4C(=C3O)C(=O)C5=C(C4=O)C(=CC=C5)OC)O)(C(=O)C)O)N)O.Cl. Cell line: OVCAR3. Synergy scores: CSS=42.2, Synergy_ZIP=5.09, Synergy_Bliss=8.77, Synergy_Loewe=-16.0, Synergy_HSA=6.63. (5) Drug 1: C1CC(=O)NC(=O)C1N2CC3=C(C2=O)C=CC=C3N. Drug 2: C1=CC(=C2C(=C1NCCNCCO)C(=O)C3=C(C=CC(=C3C2=O)O)O)NCCNCCO. Cell line: NCIH23. Synergy scores: CSS=55.6, Synergy_ZIP=-3.61, Synergy_Bliss=-4.60, Synergy_Loewe=-58.2, Synergy_HSA=-2.43. (6) Drug 1: C1=C(C(=O)NC(=O)N1)N(CCCl)CCCl. Drug 2: CCC1=C2CN3C(=CC4=C(C3=O)COC(=O)C4(CC)O)C2=NC5=C1C=C(C=C5)O. Cell line: KM12. Synergy scores: CSS=18.2, Synergy_ZIP=-9.38, Synergy_Bliss=-7.54, Synergy_Loewe=-3.77, Synergy_HSA=-3.19. (7) Drug 1: C1=CC(=CC=C1CC(C(=O)O)N)N(CCCl)CCCl.Cl. Drug 2: CC1=C(C(CCC1)(C)C)C=CC(=CC=CC(=CC(=O)O)C)C. Cell line: SN12C. Synergy scores: CSS=5.86, Synergy_ZIP=-8.39, Synergy_Bliss=-6.84, Synergy_Loewe=-6.68, Synergy_HSA=-6.38. (8) Drug 2: CC1=C(C(CCC1)(C)C)C=CC(=CC=CC(=CC(=O)O)C)C. Drug 1: CN(C)N=NC1=C(NC=N1)C(=O)N. Cell line: SNB-75. Synergy scores: CSS=4.22, Synergy_ZIP=-0.943, Synergy_Bliss=1.19, Synergy_Loewe=-3.25, Synergy_HSA=-0.490.